This data is from Forward reaction prediction with 1.9M reactions from USPTO patents (1976-2016). The task is: Predict the product of the given reaction. (1) The product is: [F:8][C:4]1[CH:5]=[CH:6][CH:7]=[C:2]([F:1])[C:3]=1[C:9]1[C:18]2[CH:17]=[C:16]([C:19]#[N:20])[CH:15]=[CH:14][C:13]=2[C:12]2[NH:21][N:22]=[C:23]([NH:24][CH:25]3[CH2:30][CH2:29][N:28]([S:31]([CH3:34])(=[O:32])=[O:33])[CH2:27][CH2:26]3)[C:11]=2[N:10]=1. Given the reactants [F:1][C:2]1[CH:7]=[CH:6][CH:5]=[C:4]([F:8])[C:3]=1[C:9]1[C:18]2[CH:17]=[C:16]([C:19]#[N:20])[CH:15]=[CH:14][C:13]=2[C:12]2[N:21](COCC[Si](C)(C)C)[N:22]=[C:23]([NH:24][CH:25]3[CH2:30][CH2:29][N:28]([S:31]([CH3:34])(=[O:33])=[O:32])[CH2:27][CH2:26]3)[C:11]=2[N:10]=1.O.[OH-].[Na+], predict the reaction product. (2) The product is: [F:1][C:2]1[CH:11]=[C:10]2[C:5]([C:6](=[O:19])[CH:7]=[C:8]([C:12]3[CH:17]=[CH:16][C:15]([O:18][CH2:25][CH2:24][CH2:23][C:22]#[CH:21])=[CH:14][CH:13]=3)[O:9]2)=[CH:4][CH:3]=1. Given the reactants [F:1][C:2]1[CH:11]=[C:10]2[C:5]([C:6](=[O:19])[CH:7]=[C:8]([C:12]3[CH:17]=[CH:16][C:15]([OH:18])=[CH:14][CH:13]=3)[O:9]2)=[CH:4][CH:3]=1.Cl[CH2:21][CH2:22][CH2:23][C:24]#[CH:25], predict the reaction product. (3) Given the reactants [F:1][C:2]1[CH:3]=[C:4]([C:8]2[C@:9]3([CH2:25][CH2:24][C@H:23]4[C@@H:14]([CH2:15][CH2:16][C:17]5[CH:18]=[C:19]([C:26](O)=[O:27])[CH:20]=[CH:21][C:22]=54)[C@@H:11]3[CH2:12][CH:13]=2)[CH3:10])[CH:5]=[N:6][CH:7]=1.[NH:29]1[CH2:34][CH2:33][CH:32]([OH:35])[CH2:31][CH2:30]1, predict the reaction product. The product is: [OH:35][CH:32]1[CH2:33][CH2:34][N:29]([C:26]([C:19]2[CH:20]=[CH:21][C:22]3[C@@H:23]4[C@H:14]([C@H:11]5[C@@:9]([CH2:25][CH2:24]4)([CH3:10])[C:8]([C:4]4[CH:5]=[N:6][CH:7]=[C:2]([F:1])[CH:3]=4)=[CH:13][CH2:12]5)[CH2:15][CH2:16][C:17]=3[CH:18]=2)=[O:27])[CH2:30][CH2:31]1. (4) The product is: [CH:16]1[C:17]2[CH:18]([CH2:20][O:21][C:22]([N:24]3[CH2:28][CH2:27][CH2:26][C@H:25]3[C:29]([O:31][C@H:42]([CH2:46][C:47]3[CH:52]=[CH:51][CH:50]=[CH:49][CH:48]=3)[C:43]([OH:45])=[O:44])=[O:30])=[O:23])[C:19]3[C:11](=[CH:10][CH:9]=[CH:8][CH:7]=3)[C:12]=2[CH:13]=[CH:14][CH:15]=1. Given the reactants C(Cl)(=O)C(Cl)=O.[CH:7]1[C:19]2[CH:18]([CH2:20][O:21][C:22]([N:24]3[CH2:28][CH2:27][CH2:26][C@H:25]3[C:29]([OH:31])=[O:30])=[O:23])[C:17]3[C:12](=[CH:13][CH:14]=[CH:15][CH:16]=3)[C:11]=2[CH:10]=[CH:9][CH:8]=1.C(N(C(C)C)C(C)C)C.O[C@H:42]([CH2:46][C:47]1[CH:52]=[CH:51][CH:50]=[CH:49][CH:48]=1)[C:43]([OH:45])=[O:44], predict the reaction product. (5) Given the reactants [Li]C(CC)C.CN(CCN(C)C)C.[Cl:14][C:15]1[CH:16]=[C:17]([CH:21]=[CH:22][C:23]=1[F:24])[C:18]([OH:20])=[O:19].[Cl:25]C(Cl)(Cl)C(Cl)(Cl)Cl, predict the reaction product. The product is: [Cl:25][C:16]1[C:15]([Cl:14])=[C:23]([F:24])[CH:22]=[CH:21][C:17]=1[C:18]([OH:20])=[O:19]. (6) Given the reactants [CH3:1][C:2]1([C:9]2[CH:14]=[CH:13][N:12]=[CH:11][CH:10]=2)[NH:6][C:5](=[O:7])[NH:4][C:3]1=[O:8].[CH2:15]([C:18]1[C:26]2[O:25][N:24]=[C:23]([C:27]([F:30])([F:29])[F:28])[C:22]=2[CH:21]=[CH:20][C:19]=1[O:31][CH2:32][CH2:33][CH2:34]Br)[CH2:16][CH3:17].C([O-])([O-])=O.[Cs+].[Cs+].O, predict the reaction product. The product is: [CH3:1][C:2]1([C:9]2[CH:14]=[CH:13][N:12]=[CH:11][CH:10]=2)[NH:6][C:5](=[O:7])[N:4]([CH2:34][CH2:33][CH2:32][O:31][C:19]2[CH:20]=[CH:21][C:22]3[C:23]([C:27]([F:29])([F:30])[F:28])=[N:24][O:25][C:26]=3[C:18]=2[CH2:15][CH2:16][CH3:17])[C:3]1=[O:8]. (7) The product is: [C:49]([N:16]1[CH2:17][CH2:18][C:13]([NH:19][C:20]([C:22]2[N:26]3[C@@:27]([CH2:40][C:41]4[CH:46]=[CH:45][C:44]([C:47]#[N:48])=[CH:43][CH:42]=4)([CH3:39])[C:28](=[O:38])[N:29]([C:30]4[CH:35]=[C:34]([Cl:36])[CH:33]=[C:32]([Cl:37])[CH:31]=4)[C:25]3=[N:24][CH:23]=2)=[O:21])([C:11](=[O:12])[NH:10][C:7]2([C:2]3[CH:3]=[CH:4][CH:5]=[CH:6][N:1]=3)[CH2:9][CH2:8]2)[CH2:14][CH2:15]1)(=[O:51])[CH3:50]. Given the reactants [N:1]1[CH:6]=[CH:5][CH:4]=[CH:3][C:2]=1[C:7]1([NH:10][C:11]([C:13]2([NH:19][C:20]([C:22]3[N:26]4[C@@:27]([CH2:40][C:41]5[CH:46]=[CH:45][C:44]([C:47]#[N:48])=[CH:43][CH:42]=5)([CH3:39])[C:28](=[O:38])[N:29]([C:30]5[CH:35]=[C:34]([Cl:36])[CH:33]=[C:32]([Cl:37])[CH:31]=5)[C:25]4=[N:24][CH:23]=3)=[O:21])[CH2:18][CH2:17][NH:16][CH2:15][CH2:14]2)=[O:12])[CH2:9][CH2:8]1.[C:49](OC(=O)C)(=[O:51])[CH3:50], predict the reaction product. (8) Given the reactants [Cl:1][C:2]1[C:7]([O:8][CH3:9])=[CH:6][C:5]([O:10][CH3:11])=[C:4]([Cl:12])[C:3]=1[C:13]1[C:24](=[O:25])[NH:23][C:16]2[N:17]=[C:18]([S:21][CH3:22])[N:19]=[CH:20][C:15]=2[CH:14]=1.CS(O[CH2:31][CH2:32][NH:33][C:34](=[O:40])[O:35][C:36]([CH3:39])([CH3:38])[CH3:37])(=O)=O.C([O-])([O-])=O.[K+].[K+], predict the reaction product. The product is: [Cl:1][C:2]1[C:7]([O:8][CH3:9])=[CH:6][C:5]([O:10][CH3:11])=[C:4]([Cl:12])[C:3]=1[C:13]1[C:24](=[O:25])[N:23]([CH2:31][CH2:32][NH:33][C:34](=[O:40])[O:35][C:36]([CH3:39])([CH3:38])[CH3:37])[C:16]2[N:17]=[C:18]([S:21][CH3:22])[N:19]=[CH:20][C:15]=2[CH:14]=1. (9) Given the reactants [Li][CH2:2][CH2:3][CH2:4][CH3:5].C([NH:8][CH3:9])C.[CH:10]([Ge:13](C(C)C)([CH:15]([CH3:17])[CH3:16])Cl)([CH3:12])[CH3:11].[CH3:21]COCC, predict the reaction product. The product is: [CH2:3]([C:4]([Ge:13]([NH:8][CH3:9])([CH:15]([CH3:17])[CH3:16])[CH:10]([CH3:12])[CH3:11])([CH3:5])[CH3:21])[CH3:2].